This data is from Catalyst prediction with 721,799 reactions and 888 catalyst types from USPTO. The task is: Predict which catalyst facilitates the given reaction. (1) Product: [CH3:33][N:2]([CH3:1])[CH2:3][CH2:4][C:5]1[N:10]=[CH:9][C:8]([C:11]2[CH:12]=[CH:13][C:14]([S:17]([NH:20][C:21]3[C:30]([F:31])=[CH:29][C:24]([C:25]([OH:27])=[O:26])=[C:23]([F:32])[CH:22]=3)(=[O:19])=[O:18])=[CH:15][CH:16]=2)=[CH:7][N:6]=1. Reactant: [CH3:1][N:2]([CH3:33])[CH2:3][CH2:4][C:5]1[N:10]=[CH:9][C:8]([C:11]2[CH:16]=[CH:15][C:14]([S:17]([NH:20][C:21]3[C:30]([F:31])=[CH:29][C:24]([C:25]([O:27]C)=[O:26])=[C:23]([F:32])[CH:22]=3)(=[O:19])=[O:18])=[CH:13][CH:12]=2)=[CH:7][N:6]=1.[OH-].[Li+].Cl. The catalyst class is: 5. (2) Reactant: [C:1]([C:3]1[CH:4]=[C:5]([CH:10]2[C:15]([C:16]#[N:17])=[C:14]([CH3:18])[NH:13][C:12]([CH3:19])=[C:11]2[C:20]#[N:21])[CH:6]=[CH:7][C:8]=1[F:9])#[N:2].[H-].[Na+].C([O-])([O-])=O.[Cs+].[Cs+].[CH2:30](Cl)[CH3:31]. Product: [CH2:30]([N:13]1[C:14]([CH3:18])=[C:15]([C:16]#[N:17])[CH:10]([C:5]2[CH:6]=[CH:7][C:8]([F:9])=[C:3]([C:1]#[N:2])[CH:4]=2)[C:11]([C:20]#[N:21])=[C:12]1[CH3:19])[CH3:31]. The catalyst class is: 3. (3) The catalyst class is: 11. Product: [Br:1][C:2]1[CH:7]=[CH:6][CH:5]=[CH:4][C:3]=1[CH2:8][C:9]1[S:56][C:12]([C:14]2[CH:45]=[C:17]3[N:18]=[C:19]([CH3:44])[C:20]([C@H:33]([O:39][C:40]([CH3:43])([CH3:42])[CH3:41])[C:34]([O:36][CH2:37][CH3:38])=[O:35])=[C:21]([N:22]4[CH2:27][CH2:26][C:25]([CH2:29][CH2:30][CH:31]=[CH2:32])([CH3:28])[CH2:24][CH2:23]4)[N:16]3[N:15]=2)=[N:11][CH:10]=1. Reactant: [Br:1][C:2]1[CH:7]=[CH:6][CH:5]=[CH:4][C:3]=1[CH2:8][C:9](=O)[CH2:10][NH:11][C:12]([C:14]1[CH:45]=[C:17]2[N:18]=[C:19]([CH3:44])[C:20]([C@H:33]([O:39][C:40]([CH3:43])([CH3:42])[CH3:41])[C:34]([O:36][CH2:37][CH3:38])=[O:35])=[C:21]([N:22]3[CH2:27][CH2:26][C:25]([CH2:29][CH2:30][CH:31]=[CH2:32])([CH3:28])[CH2:24][CH2:23]3)[N:16]2[N:15]=1)=O.COC1C=CC(P2(SP(C3C=CC(OC)=CC=3)(=S)S2)=[S:56])=CC=1. (4) Reactant: Cl.CN(C)CCCN=C=NCC.[NH2:13][C:14]1[CH:15]=[C:16]2[C:25](=[CH:26][CH:27]=1)[C:24]1[CH:23]=[CH:22][CH:21]=[CH:20][C:19]=1[N:18]([CH2:28]C)[C:17]2=[O:30].[CH3:31][N:32]([CH3:37])[CH2:33][C:34](O)=[O:35].C(N(CC)CC)C. Product: [CH3:31][N:32]([CH3:37])[CH2:33][C:34]([NH:13][C:14]1[CH:15]=[C:16]2[C:25](=[CH:26][CH:27]=1)[C:24]1[CH:23]=[CH:22][CH:21]=[CH:20][C:19]=1[N:18]([CH3:28])[C:17]2=[O:30])=[O:35]. The catalyst class is: 4. (5) Reactant: [N:1]1([CH2:7][C:8]2[S:9][C:10]([NH:13][CH:14]=[C:15]([C:21]([O:23][CH2:24][CH3:25])=[O:22])[C:16]([O:18][CH2:19][CH3:20])=[O:17])=[CH:11][N:12]=2)[CH2:6][CH2:5][O:4][CH2:3][CH2:2]1.[C:26]([O-])([O-])=O.[K+].[K+].IC. Product: [CH3:26][N:13]([CH:14]=[C:15]([C:21]([O:23][CH2:24][CH3:25])=[O:22])[C:16]([O:18][CH2:19][CH3:20])=[O:17])[C:10]1[S:9][C:8]([CH2:7][N:1]2[CH2:6][CH2:5][O:4][CH2:3][CH2:2]2)=[N:12][CH:11]=1. The catalyst class is: 3. (6) Reactant: [N:1]1([C:7]2[C:8]3[N:9]([CH:18]=[C:19]([C:21]([O:23][CH2:24][CH3:25])=[O:22])[N:20]=3)[C:10]([C:13]3[S:14][CH:15]=[CH:16][CH:17]=3)=[CH:11][N:12]=2)[CH2:6][CH2:5][NH:4][CH2:3][CH2:2]1.[CH3:26]O.C=O. Product: [CH3:26][N:4]1[CH2:3][CH2:2][N:1]([C:7]2[C:8]3[N:9]([CH:18]=[C:19]([C:21]([O:23][CH2:24][CH3:25])=[O:22])[N:20]=3)[C:10]([C:13]3[S:14][CH:15]=[CH:16][CH:17]=3)=[CH:11][N:12]=2)[CH2:6][CH2:5]1. The catalyst class is: 2. (7) Reactant: Br[C:2]1[N:3]=[C:4]([NH:10][C:11]2[CH:16]=[CH:15][C:14]([F:17])=[C:13]([N+:18]([O-:20])=[O:19])[CH:12]=2)[C:5](=[O:9])[N:6]([CH3:8])[CH:7]=1.[C:21]([C:25]1[CH:49]=[CH:48][C:28]([C:29]([NH:31][C:32]2[CH:37]=[CH:36][CH:35]=[C:34](B3OC(C)(C)C(C)(C)O3)[C:33]=2[CH3:47])=[O:30])=[CH:27][CH:26]=1)([CH3:24])([CH3:23])[CH3:22].C(=O)([O-])[O-].[Na+].[Na+]. Product: [C:21]([C:25]1[CH:49]=[CH:48][C:28]([C:29]([NH:31][C:32]2[CH:37]=[CH:36][CH:35]=[C:34]([C:2]3[N:3]=[C:4]([NH:10][C:11]4[CH:16]=[CH:15][C:14]([F:17])=[C:13]([N+:18]([O-:20])=[O:19])[CH:12]=4)[C:5](=[O:9])[N:6]([CH3:8])[CH:7]=3)[C:33]=2[CH3:47])=[O:30])=[CH:27][CH:26]=1)([CH3:24])([CH3:22])[CH3:23]. The catalyst class is: 276.